Dataset: Peptide-MHC class I binding affinity with 185,985 pairs from IEDB/IMGT. Task: Regression. Given a peptide amino acid sequence and an MHC pseudo amino acid sequence, predict their binding affinity value. This is MHC class I binding data. (1) The peptide sequence is KEEHNSTWHY. The MHC is HLA-B44:03 with pseudo-sequence HLA-B44:03. The binding affinity (normalized) is 0.143. (2) The peptide sequence is NLLTTPKFT. The MHC is HLA-A02:01 with pseudo-sequence HLA-A02:01. The binding affinity (normalized) is 0.969. (3) The peptide sequence is QVVEHLNRM. The MHC is HLA-A26:01 with pseudo-sequence HLA-A26:01. The binding affinity (normalized) is 0.872. (4) The MHC is HLA-A30:01 with pseudo-sequence HLA-A30:01. The peptide sequence is TPKKPNSAL. The binding affinity (normalized) is 0.0847. (5) The peptide sequence is EVKTCTWPK. The MHC is HLA-A68:01 with pseudo-sequence HLA-A68:01. The binding affinity (normalized) is 0.701.